This data is from Forward reaction prediction with 1.9M reactions from USPTO patents (1976-2016). The task is: Predict the product of the given reaction. (1) Given the reactants [F:1][C:2]([F:6])([F:5])[CH2:3][NH2:4].C(OC([NH:14][CH2:15][C:16]1[CH:24]=[CH:23][C:19]([C:20](O)=[O:21])=[CH:18][CH:17]=1)=O)(C)(C)C, predict the reaction product. The product is: [NH2:14][CH2:15][C:16]1[CH:24]=[CH:23][C:19]([C:20]([NH:4][CH2:3][C:2]([F:6])([F:5])[F:1])=[O:21])=[CH:18][CH:17]=1. (2) The product is: [C:1]([C:3]1[C:4]([N:18]2[CH2:23][CH2:22][N:21]([C:25]([NH:24][C:27]3[CH:36]=[CH:35][CH:34]=[C:29]([C:30]([O:32][CH3:33])=[O:31])[CH:28]=3)=[O:26])[CH2:20][CH2:19]2)=[N:5][C:6]([C:14]([F:15])([F:17])[F:16])=[C:7]([CH:13]=1)[C:8]([O:10][CH2:11][CH3:12])=[O:9])#[N:2]. Given the reactants [C:1]([C:3]1[C:4]([N:18]2[CH2:23][CH2:22][NH:21][CH2:20][CH2:19]2)=[N:5][C:6]([C:14]([F:17])([F:16])[F:15])=[C:7]([CH:13]=1)[C:8]([O:10][CH2:11][CH3:12])=[O:9])#[N:2].[N:24]([C:27]1[CH:28]=[C:29]([CH:34]=[CH:35][CH:36]=1)[C:30]([O:32][CH3:33])=[O:31])=[C:25]=[O:26], predict the reaction product. (3) Given the reactants CC1(C)[O:6][C@@H:5]([CH2:7][O:8][NH:9][C:10]([C:12]2[CH:20]=[CH:19][C:15]3[CH:16]=[N:17][S:18][C:14]=3[C:13]=2[NH:21][C:22]2[CH:27]=[CH:26][C:25]([S:28][CH3:29])=[CH:24][C:23]=2[F:30])=[O:11])[CH2:4][O:3]1.Cl, predict the reaction product. The product is: [OH:6][C@H:5]([CH2:4][OH:3])[CH2:7][O:8][NH:9][C:10]([C:12]1[CH:20]=[CH:19][C:15]2[CH:16]=[N:17][S:18][C:14]=2[C:13]=1[NH:21][C:22]1[CH:27]=[CH:26][C:25]([S:28][CH3:29])=[CH:24][C:23]=1[F:30])=[O:11]. (4) The product is: [Cl:26][C:20]1[CH:21]=[CH:22][C:23]([Cl:25])=[CH:24][C:19]=1[C:17]1[N:29]=[N:28][C:4]2[CH2:3][C:2]([CH3:9])([CH3:1])[CH2:6][C:5]=2[CH:16]=1. Given the reactants [CH3:1][C:2]1([CH3:9])[CH2:6][C:5](=O)[C:4](=O)[CH2:3]1.COP([CH2:16][C:17]([C:19]1[CH:24]=[C:23]([Cl:25])[CH:22]=[CH:21][C:20]=1[Cl:26])=O)(=O)OC.O.[NH2:28][NH2:29], predict the reaction product. (5) Given the reactants [C:1]([O:5][C:6](=[O:26])[NH:7][S:8]([CH2:11]P(C1C=CC=CC=1)(C1C=CC=CC=1)=O)(=[O:10])=[O:9])([CH3:4])([CH3:3])[CH3:2].[H-].[Na+].[C:29]1([C:35]2[CH:44]=[CH:43][CH:42]=[C:41]3[C:36]=2[C:37]([NH:53][CH2:54][C:55]2[CH:60]=[CH:59][CH:58]=[CH:57][N:56]=2)=N[C:39]([C:45]2[CH:46]=[N:47][CH:48]=[C:49]([CH:52]=2)[CH:50]=O)=[N:40]3)[CH:34]=[CH:33][CH:32]=[CH:31][CH:30]=1.[Cl-].[NH4+:62], predict the reaction product. The product is: [C:29]1([C:35]2[CH:44]=[CH:43][CH:42]=[C:41]3[C:36]=2[C:37]([NH:53][CH2:54][C:55]2[CH:60]=[CH:59][CH:58]=[CH:57][N:56]=2)=[N:62][C:39]([C:45]2[CH:52]=[C:49](/[CH:50]=[CH:11]/[S:8]([NH:7][C:6](=[O:26])[O:5][C:1]([CH3:3])([CH3:2])[CH3:4])(=[O:10])=[O:9])[CH:48]=[N:47][CH:46]=2)=[N:40]3)[CH:34]=[CH:33][CH:32]=[CH:31][CH:30]=1. (6) The product is: [Cl:1][C:2]1[C:14]2[C:13](=[O:15])[C:12]3[CH:11]=[N:10][CH:9]=[CH:8][C:7]=3[C:6]=2[C:5]2[CH:16]=[CH:17][C:18]([O:20][CH:22]([CH3:24])[CH3:23])=[CH:19][C:4]=2[N:3]=1. Given the reactants [Cl:1][C:2]1[C:14]2[C:13](=[O:15])[C:12]3[CH:11]=[N:10][CH:9]=[CH:8][C:7]=3[C:6]=2[C:5]2[CH:16]=[CH:17][C:18]([OH:20])=[CH:19][C:4]=2[N:3]=1.Br[CH:22]([CH3:24])[CH3:23], predict the reaction product.